Dataset: Reaction yield outcomes from USPTO patents with 853,638 reactions. Task: Predict the reaction yield, written as a fraction of the theoretical maximum amount of product (1.0 means a 100% yield; for example, 0.34 means a 34% yield). (1) The reactants are [Cl:1][C:2]1[CH:7]=[CH:6][C:5]([C:8]2[N:9]=[C:10]([C:13]([CH3:17])([CH3:16])[CH2:14][NH2:15])[S:11][CH:12]=2)=[CH:4][CH:3]=1.[F:18][C:19]([F:35])([F:34])[C:20]1[O:24][N:23]=[C:22]([C:25]2[CH:26]=[C:27]([CH:31]=[CH:32][N:33]=2)[C:28](O)=[O:29])[N:21]=1. No catalyst specified. The product is [Cl:1][C:2]1[CH:3]=[CH:4][C:5]([C:8]2[N:9]=[C:10]([C:13]([CH3:17])([CH3:16])[CH2:14][NH:15][C:28](=[O:29])[C:27]3[CH:31]=[CH:32][N:33]=[C:25]([C:22]4[N:21]=[C:20]([C:19]([F:35])([F:34])[F:18])[O:24][N:23]=4)[CH:26]=3)[S:11][CH:12]=2)=[CH:6][CH:7]=1. The yield is 0.330. (2) The reactants are [NH2:1][C:2]1[CH:3]=[CH:4][C:5]2[N:10]([CH2:11][CH2:12][N:13]([CH3:22])[CH2:14][C:15]([O:17][C:18]([CH3:21])([CH3:20])[CH3:19])=[O:16])[CH2:9][CH2:8][S:7][C:6]=2[CH:23]=1.I.[S:25]1[CH:29]=[CH:28][CH:27]=[C:26]1[C:30](SC)=[NH:31].N. The catalyst is CCO.C(Cl)Cl.CO. The product is [CH3:22][N:13]([CH2:12][CH2:11][N:10]1[CH2:9][CH2:8][S:7][C:6]2[CH:23]=[C:2]([NH:1][C:30]([C:26]3[S:25][CH:29]=[CH:28][CH:27]=3)=[NH:31])[CH:3]=[CH:4][C:5]1=2)[CH2:14][C:15]([O:17][C:18]([CH3:19])([CH3:20])[CH3:21])=[O:16]. The yield is 0.373. (3) The reactants are [F:1][CH:2](S(C1C=CC=CC=1)(=O)=O)[C:3]1([NH:7][S:8]([C:10]([CH3:13])([CH3:12])[CH3:11])=[O:9])[CH2:6][CH2:5][CH2:4]1.C([O-])(=O)C.[Na+].[Mg].C(=O)([O-])O.[Na+]. The catalyst is CN(C)C=O.C(O)(=O)C.O. The product is [F:1][CH2:2][C:3]1([NH:7][S:8]([C:10]([CH3:13])([CH3:12])[CH3:11])=[O:9])[CH2:4][CH2:5][CH2:6]1. The yield is 0.530. (4) The reactants are [NH2:1][C:2]1[CH:30]=[CH:29][C:5]([O:6][C:7]2[CH:12]=[CH:11][N:10]=[C:9]([NH:13][C:14](=[O:28])[N:15]([CH:17]3[CH2:22][CH2:21][N:20]([CH2:23][CH2:24][N:25]([CH3:27])[CH3:26])[CH2:19][CH2:18]3)[CH3:16])[CH:8]=2)=[CH:4][CH:3]=1.[C:31]1([CH2:37][C:38]([N:40]=[C:41]=[O:42])=[O:39])[CH:36]=[CH:35][CH:34]=[CH:33][CH:32]=1. The catalyst is O1CCCC1.CCCCCC. The product is [CH3:27][N:25]([CH3:26])[CH2:24][CH2:23][N:20]1[CH2:21][CH2:22][CH:17]([N:15]([CH3:16])[C:14]([NH:13][C:9]2[CH:8]=[C:7]([O:6][C:5]3[CH:4]=[CH:3][C:2]([NH:1][C:41]([NH:40][C:38](=[O:39])[CH2:37][C:31]4[CH:32]=[CH:33][CH:34]=[CH:35][CH:36]=4)=[O:42])=[CH:30][CH:29]=3)[CH:12]=[CH:11][N:10]=2)=[O:28])[CH2:18][CH2:19]1. The yield is 0.480. (5) The reactants are Br[C:2]1[C:3]2[N:18]=[C:17]([C:19]3[C:24]([F:25])=[CH:23][CH:22]=[CH:21][C:20]=3[Cl:26])[S:16][C:4]=2[C:5]([NH:8][C:9]2[CH:14]=[C:13]([CH3:15])[N:12]=[CH:11][N:10]=2)=[N:6][CH:7]=1.[CH3:27][N:28](CCN(C)C)C. The catalyst is [C-]#N.[C-]#N.[Zn+2].C1C=CC(/C=C/C(/C=C/C2C=CC=CC=2)=O)=CC=1.C1C=CC(/C=C/C(/C=C/C2C=CC=CC=2)=O)=CC=1.C1C=CC(/C=C/C(/C=C/C2C=CC=CC=2)=O)=CC=1.[Pd].[Pd].C1C=CC(P(C2C=CC=CC=2)[C-]2C=CC=C2)=CC=1.C1C=CC(P(C2C=CC=CC=2)[C-]2C=CC=C2)=CC=1.[Fe+2].CN(C=O)C. The product is [Cl:26][C:20]1[CH:21]=[CH:22][CH:23]=[C:24]([F:25])[C:19]=1[C:17]1[S:16][C:4]2[C:5]([NH:8][C:9]3[CH:14]=[C:13]([CH3:15])[N:12]=[CH:11][N:10]=3)=[N:6][CH:7]=[C:2]([C:27]#[N:28])[C:3]=2[N:18]=1. The yield is 0.0960. (6) The reactants are [F:1][C:2]1[CH:7]=[CH:6][C:5]([CH3:8])=[CH:4][N:3]=1.[Br:9]N1C(=O)CCC1=O.C(OOC(=O)C1C=CC=CC=1)(=O)C1C=CC=CC=1. The catalyst is C(Cl)(Cl)(Cl)Cl. The product is [Br:9][CH2:8][C:5]1[CH:6]=[CH:7][C:2]([F:1])=[N:3][CH:4]=1. The yield is 0.350. (7) The reactants are [C:1]([NH:4][C@:5]1([C:29](=[O:35])[NH:30][C:31]([CH3:34])([CH3:33])[CH3:32])[C@@H:9]([CH2:10][CH2:11][CH2:12][B:13]2[O:17][C:16]([CH3:19])([CH3:18])[C:15]([CH3:21])([CH3:20])[O:14]2)[CH2:8][N:7](C(OC(C)(C)C)=O)[CH2:6]1)(=[O:3])[CH3:2].[ClH:36].O1CCOCC1. The yield is 0.970. The product is [ClH:36].[C:1]([NH:4][C@:5]1([C:29]([NH:30][C:31]([CH3:34])([CH3:33])[CH3:32])=[O:35])[C@@H:9]([CH2:10][CH2:11][CH2:12][B:13]2[O:17][C:16]([CH3:18])([CH3:19])[C:15]([CH3:20])([CH3:21])[O:14]2)[CH2:8][NH:7][CH2:6]1)(=[O:3])[CH3:2]. The catalyst is C1COCC1.C(OCC)C.